Dataset: Forward reaction prediction with 1.9M reactions from USPTO patents (1976-2016). Task: Predict the product of the given reaction. (1) Given the reactants [F:1][C:2]1[CH:31]=[CH:30][C:5]([C:6]([NH:8][C:9]2[S:10][CH:11]=[C:12]([C:14]([NH:16][CH:17]3[CH2:22][CH2:21][N:20](C(OC(C)(C)C)=O)[CH2:19][CH2:18]3)=[O:15])[N:13]=2)=[O:7])=[CH:4][CH:3]=1.[ClH:32], predict the reaction product. The product is: [ClH:32].[F:1][C:2]1[CH:31]=[CH:30][C:5]([C:6]([NH:8][C:9]2[S:10][CH:11]=[C:12]([C:14]([NH:16][CH:17]3[CH2:22][CH2:21][NH:20][CH2:19][CH2:18]3)=[O:15])[N:13]=2)=[O:7])=[CH:4][CH:3]=1. (2) Given the reactants [Al+3].[Cl-].[Cl-].[Cl-].[Cl:5][CH2:6][C:7](Cl)=[O:8].[F:10][C:11]([F:25])([F:24])[C:12]([N:14]1[CH2:23][CH2:22][C:21]2[C:16](=[CH:17][CH:18]=[CH:19][CH:20]=2)[CH2:15]1)=[O:13], predict the reaction product. The product is: [Cl:5][CH2:6][C:7]([C:18]1[CH:17]=[C:16]2[C:21]([CH2:22][CH2:23][N:14]([C:12](=[O:13])[C:11]([F:10])([F:25])[F:24])[CH2:15]2)=[CH:20][CH:19]=1)=[O:8]. (3) Given the reactants [F:1][C:2]1[C:11]2[O:10][CH2:9][CH:8]([CH2:12]OS(C3C=CC(C)=CC=3)(=O)=O)[O:7][C:6]=2[CH:5]=[C:4]([S:24]([CH3:27])(=[O:26])=[O:25])[CH:3]=1.[CH2:28]([NH2:32])[CH2:29][CH2:30][CH3:31], predict the reaction product. The product is: [F:1][C:2]1[C:11]2[O:10][CH2:9][CH:8]([CH2:12][NH:32][CH2:28][CH2:29][CH2:30][CH3:31])[O:7][C:6]=2[CH:5]=[C:4]([S:24]([CH3:27])(=[O:25])=[O:26])[CH:3]=1. (4) The product is: [Br:6][C:7]1[CH:8]=[C:9]2[C:14](=[C:15]([Cl:20])[C:16]=1[O:17][CH2:18][CH3:19])[O:13][C:12]([CH3:22])([CH3:21])[CH:11]=[C:10]2[CH:1]([CH3:3])[CH3:2]. Given the reactants [CH:1]([Mg]Cl)([CH3:3])[CH3:2].[Br:6][C:7]1[CH:8]=[C:9]2[C:14](=[C:15]([Cl:20])[C:16]=1[O:17][CH2:18][CH3:19])[O:13][C:12]([CH3:22])([CH3:21])[CH2:11][C:10]2=O.CN1CCCN(C)C1=O, predict the reaction product. (5) Given the reactants CON(C)[C:4]([C:6]1[C:11]([N:12]([S:16]([C:19]2[CH:24]=[CH:23][C:22]([Cl:25])=[C:21]([C:26]([F:29])([F:28])[F:27])[CH:20]=2)(=[O:18])=[O:17])COC)=[CH:10][C:9]([CH3:30])=[CH:8][N:7]=1)=[O:5].I[C:33]1[C:34]2[CH:41]=[CH:40][N:39](COCC[Si](C)(C)C)[C:35]=2[N:36]=[CH:37][N:38]=1.CO.Cl, predict the reaction product. The product is: [Cl:25][C:22]1[CH:23]=[CH:24][C:19]([S:16]([NH:12][C:11]2[C:6]([C:4]([C:33]3[C:34]4[CH:41]=[CH:40][NH:39][C:35]=4[N:36]=[CH:37][N:38]=3)=[O:5])=[N:7][CH:8]=[C:9]([CH3:30])[CH:10]=2)(=[O:18])=[O:17])=[CH:20][C:21]=1[C:26]([F:29])([F:27])[F:28]. (6) Given the reactants [Br:1][C:2]1[CH:3]=[CH:4][C:5]([OH:11])=[C:6]([C:8](=[O:10])[CH3:9])[CH:7]=1.[CH3:12][CH:13]([CH3:17])[CH2:14][CH:15]=O.N1CCCC1.Cl, predict the reaction product. The product is: [Br:1][C:2]1[CH:7]=[C:6]2[C:5](=[CH:4][CH:3]=1)[O:11][CH:15]([CH2:14][CH:13]([CH3:17])[CH3:12])[CH2:9][C:8]2=[O:10]. (7) Given the reactants [O:1]1[CH2:7][CH:6]([N:8]2[C:12]([C:13]3[CH:18]=[CH:17][C:16]([C:19]4[C:24]([CH3:25])=[CH:23][N:22]=[C:21]([O:26][CH3:27])[C:20]=4[CH3:28])=[CH:15][C:14]=3[N+:29]([O-])=O)=[C:11]([C:32]([O:34]CC)=O)[CH:10]=[N:9]2)[CH2:5][O:4][CH2:3][CH2:2]1.O.C(OCC)(=O)C, predict the reaction product. The product is: [O:4]1[CH2:5][CH:6]([N:8]2[C:12]3[C:13]4[CH:18]=[CH:17][C:16]([C:19]5[C:24]([CH3:25])=[CH:23][N:22]=[C:21]([O:26][CH3:27])[C:20]=5[CH3:28])=[CH:15][C:14]=4[NH:29][C:32](=[O:34])[C:11]=3[CH:10]=[N:9]2)[CH2:7][O:1][CH2:2][CH2:3]1. (8) Given the reactants [C:1]([C:5]1[N:6]=[C:7]([NH:29][NH2:30])[C:8]2[CH:14]=[C:13]([C:15]3[CH:20]=[CH:19][C:18]([Cl:21])=[CH:17][CH:16]=3)[C:12]([C:22]3[CH:27]=[CH:26][CH:25]=[CH:24][C:23]=3[Cl:28])=[N:11][C:9]=2[N:10]=1)([CH3:4])([CH3:3])[CH3:2].[CH2:31](OC(OCC)OCC)C, predict the reaction product. The product is: [C:1]([C:5]1[N:6]2[CH:31]=[N:30][N:29]=[C:7]2[C:8]2[CH:14]=[C:13]([C:15]3[CH:16]=[CH:17][C:18]([Cl:21])=[CH:19][CH:20]=3)[C:12]([C:22]3[CH:27]=[CH:26][CH:25]=[CH:24][C:23]=3[Cl:28])=[N:11][C:9]=2[N:10]=1)([CH3:4])([CH3:2])[CH3:3]. (9) Given the reactants C(N(CC)CCCC1C=CC=CC=1S(CC1C(C(OC)=O)=C(OC)C(C2C=COC=2)=CC=1)(=O)=O)C.[C:36]1([S:42]([CH2:45][C:46]2[CH:55]=[CH:54][C:53]3[C:48](=[C:49]([O:57][CH3:58])[CH:50]=[CH:51][C:52]=3Br)[C:47]=2[C:59]([O:61][CH3:62])=[O:60])(=[O:44])=[O:43])[CH:41]=[CH:40][CH:39]=[CH:38][CH:37]=1, predict the reaction product. The product is: [C:36]1([S:42]([CH2:45][C:46]2[CH:55]=[CH:54][C:53]3[C:48](=[C:49]([O:57][CH3:58])[CH:50]=[CH:51][CH:52]=3)[C:47]=2[C:59]([O:61][CH3:62])=[O:60])(=[O:44])=[O:43])[CH:37]=[CH:38][CH:39]=[CH:40][CH:41]=1.